Predict which catalyst facilitates the given reaction. From a dataset of Catalyst prediction with 721,799 reactions and 888 catalyst types from USPTO. Reactant: [NH2:1][C:2]1[CH:7]=[CH:6][CH:5]=[C:4]([O:8][CH2:9][C:10]2[CH:15]=[CH:14][CH:13]=[CH:12][CH:11]=2)[C:3]=1[S:16][C@@H:17]([C:24]1[CH:29]=[CH:28][C:27]([O:30][CH3:31])=[CH:26][CH:25]=1)[C@@H:18]([OH:23])[C:19]([O:21]C)=[O:20].C(=O)(O)[O-].[Na+].O. Product: [NH2:1][C:2]1[CH:7]=[CH:6][CH:5]=[C:4]([O:8][CH2:9][C:10]2[CH:11]=[CH:12][CH:13]=[CH:14][CH:15]=2)[C:3]=1[S:16][C@@H:17]([C:24]1[CH:29]=[CH:28][C:27]([O:30][CH3:31])=[CH:26][CH:25]=1)[C@@H:18]([OH:23])[C:19]([OH:21])=[O:20]. The catalyst class is: 24.